This data is from Peptide-MHC class I binding affinity with 185,985 pairs from IEDB/IMGT. The task is: Regression. Given a peptide amino acid sequence and an MHC pseudo amino acid sequence, predict their binding affinity value. This is MHC class I binding data. (1) The peptide sequence is SLLERGQQLGV. The MHC is HLA-B14:02 with pseudo-sequence HLA-B14:02. The binding affinity (normalized) is 0.0847. (2) The peptide sequence is GALYLGHSA. The MHC is HLA-A02:02 with pseudo-sequence HLA-A02:02. The binding affinity (normalized) is 0.175.